This data is from Full USPTO retrosynthesis dataset with 1.9M reactions from patents (1976-2016). The task is: Predict the reactants needed to synthesize the given product. (1) Given the product [F:8][C:6]1[CH:5]=[C:4]([CH2:9][C:10]([NH:12][C@H:13]([C:17]([O:19][CH3:20])=[O:18])[CH2:14][C:16]2[NH:28][C:29]3[C:34]([CH:26]=2)=[CH:33][CH:32]=[CH:31][CH:30]=3)=[O:11])[CH:3]=[C:2]([F:1])[CH:7]=1, predict the reactants needed to synthesize it. The reactants are: [F:1][C:2]1[CH:3]=[C:4]([CH2:9][C:10]([NH:12][C@H:13]([C:17]([O:19][CH3:20])=[O:18])[CH:14]([CH3:16])C)=[O:11])[CH:5]=[C:6]([F:8])[CH:7]=1.Cl.CN[C@H](C(O)=O)C[C:26]1[C:34]2[C:29](=[CH:30][CH:31]=[CH:32][CH:33]=2)[NH:28]C=1. (2) Given the product [CH3:33][O:32][C:30]([C:4]1[CH:3]=[C:2]([F:1])[C:11]2[C:6](=[CH:7][CH:8]=[CH:9][CH:10]=2)[C:5]=1[O:12][CH2:13][O:14][CH3:15])=[O:31], predict the reactants needed to synthesize it. The reactants are: [F:1][C:2]1[C:11]2[C:6](=[CH:7][CH:8]=[CH:9][CH:10]=2)[C:5]([O:12][CH2:13][O:14][CH3:15])=[CH:4][CH:3]=1.CN(CCN(C)C)C.C([Li])CCC.Cl[C:30]([O:32][CH3:33])=[O:31]. (3) Given the product [ClH:50].[Cl:50][C:47]1[CH:46]=[CH:45][C:44]([CH2:43][CH:20]([NH:19][C:18]([CH:17]2[CH2:16][C:15]3[C:10](=[CH:11][CH:12]=[CH:13][CH:14]=3)[CH2:9][NH:8]2)=[O:51])[C:21]([N:23]2[CH2:24][CH2:25][N:26]([CH:29]([C:36]3[CH:41]=[CH:40][CH:39]=[CH:38][C:37]=3[F:42])[CH2:30][NH:31][C:32](=[O:35])[CH2:33][CH3:34])[CH2:27][CH2:28]2)=[O:22])=[CH:49][CH:48]=1, predict the reactants needed to synthesize it. The reactants are: C(OC([N:8]1[CH:17]([C:18](=[O:51])[NH:19][CH:20]([CH2:43][C:44]2[CH:49]=[CH:48][C:47]([Cl:50])=[CH:46][CH:45]=2)[C:21]([N:23]2[CH2:28][CH2:27][N:26]([CH:29]([C:36]3[CH:41]=[CH:40][CH:39]=[CH:38][C:37]=3[F:42])[CH2:30][NH:31][C:32](=[O:35])[CH2:33][CH3:34])[CH2:25][CH2:24]2)=[O:22])[CH2:16][C:15]2[C:10](=[CH:11][CH:12]=[CH:13][CH:14]=2)[CH2:9]1)=O)(C)(C)C.C(N(CC)C(C)C)(C)C. (4) The reactants are: C1C(=O)N([Br:8])C(=O)C1.[CH:9]([C:12]1[CH:20]=[CH:19][C:15]2[O:16][CH2:17][O:18][C:14]=2[CH:13]=1)([CH3:11])[CH3:10].O. Given the product [Br:8][C:20]1[C:12]([CH:9]([CH3:11])[CH3:10])=[CH:13][C:14]2[O:18][CH2:17][O:16][C:15]=2[CH:19]=1, predict the reactants needed to synthesize it.